Dataset: Experimentally validated miRNA-target interactions with 360,000+ pairs, plus equal number of negative samples. Task: Binary Classification. Given a miRNA mature sequence and a target amino acid sequence, predict their likelihood of interaction. (1) The miRNA is hsa-miR-4690-5p with sequence GAGCAGGCGAGGCUGGGCUGAA. The protein sequence of the target gene is MPLLPAALTSSMLYFQMVIMAGTVMLAYYFEYTDTFTVNVQGFFCHDSAYRKPYPGPEDSSAVPPVLLYSLAAGVPVLVIIVGETAVFCLQLATRDFENQEKTILTGDCCYINPLVRRTVRFLGIYTFGLFATDIFVNAGQVVTGNLAPHFLALCKPNYTALGCQQYTQFISGEEACTGNPDLIMRARKTFPSKEAALSVYAAMYLTMYITNTIKAKGTRLAKPVLCLGLMCLAFLTGLNRVAEYRNHWSDVIAGFLVGISIAVFLVVCVVNNFKGRQAENEHIHMDNLAQMPMISIPRV.... Result: 0 (no interaction). (2) The miRNA is hsa-miR-4667-3p with sequence UCCCUCCUUCUGUCCCCACAG. The protein sequence of the target gene is MSSNCTSTTAVAVAPLSASKTKTKKKHFVCQKVKLFRASEPILSVLMWGVNHTINELSNVPVPVMLMPDDFKAYSKIKVDNHLFNKENLPSRFKFKEYCPMVFRNLRERFGIDDQDYQNSVTRSAPINSDSQGRCGTRFLTTYDRRFVIKTVSSEDVAEMHNILKKYHQFIVECHGNTLLPQFLGMYRLTVDGVETYMVVTRNVFSHRLTVHRKYDLKGSTVAREASDKEKAKDLPTFKDNDFLNEGQKLHVGEESKKNFLEKLKRDVEFLAQLKIMDYSLLVGIHDVDRAEQEEMEVEE.... Result: 1 (interaction). (3) The miRNA is mmu-miR-466o-3p with sequence UACAUACAUGCACACAUAAGAC. The protein sequence of the target gene is MAKQPSDVSSECDREGRQLQPAERPPQLRPGAPTSLQTEPQGNPEGNHGGEGDSCPHGSPQGPLAPPASPGPFATRSPLFIFMRRSSLLSRSSSGYFSFDTDRSPAPMSCDKSTQTPSPPCQAFNHYLSAMASMRQAEPADMRPEIWIAQELRRIGDEFNAYYARRVFLNNYQAAEDHPRMVILRLLRYIVRLVWRMH. Result: 0 (no interaction). (4) The miRNA is mmu-miR-669f-3p with sequence CAUAUACAUACACACACACGUAU. The protein sequence of the target gene is MAREDSVKCLRCLLYALNLLFWLMSISVLAVSAWMRDYLNNVLTLTAETRVEEAVILTYFPVVHPVMIAVCCFLIIVGMLGYCGTVKRNLLLLAWYFGTLLVIFCVELACGVWTYEQEVMVPVQWSDMVTLKARMTNYGLPRYRWLTHAWNYFQREFKCCGVVYFTDWLEMTEMDWPPDSCCVREFPGCSKQAHQEDLSDLYQEGCGKKMYSFLRGTKQLQVLRFLGISIGVTQILAMILTITLLWALYYDRREPGTDQMLSLKNDTSQHLSCHSVELLKPSLSRIFEHTSMANSFNTHF.... Result: 1 (interaction).